Task: Predict the reactants needed to synthesize the given product.. Dataset: Full USPTO retrosynthesis dataset with 1.9M reactions from patents (1976-2016) (1) Given the product [S:38]1[C:34]2[CH:33]=[C:32]([NH:31][C:2]3[N:7]=[CH:6][C:5]([C:8]4[O:12][C:11]([NH:13][CH:14]5[CH2:19][CH2:18][N:17]([C:20]([O:22][C:23]([CH3:26])([CH3:25])[CH3:24])=[O:21])[CH2:16][CH2:15]5)=[N:10][N:9]=4)=[C:4]([NH:27][CH:28]([CH3:30])[CH3:29])[CH:3]=3)[CH:40]=[CH:39][C:35]=2[N:36]=[CH:37]1, predict the reactants needed to synthesize it. The reactants are: Cl[C:2]1[N:7]=[CH:6][C:5]([C:8]2[O:12][C:11]([NH:13][CH:14]3[CH2:19][CH2:18][N:17]([C:20]([O:22][C:23]([CH3:26])([CH3:25])[CH3:24])=[O:21])[CH2:16][CH2:15]3)=[N:10][N:9]=2)=[C:4]([NH:27][CH:28]([CH3:30])[CH3:29])[CH:3]=1.[NH2:31][C:32]1[CH:40]=[CH:39][C:35]2[N:36]=[CH:37][S:38][C:34]=2[CH:33]=1.CC1(C)C2C(=C(P(C3C=CC=CC=3)C3C=CC=CC=3)C=CC=2)OC2C(P(C3C=CC=CC=3)C3C=CC=CC=3)=CC=CC1=2.C([O-])([O-])=O.[Na+].[Na+]. (2) Given the product [C:1]([O:5][C:6]([N:8]1[CH2:9][CH2:10][C@H:11]([C:14]2[CH:15]=[C:16]([C:20]3[CH:25]=[CH:24][CH:23]=[CH:22][CH:21]=3)[CH:17]=[CH:18][CH:19]=2)[C@@H:12]([OH:29])[CH2:13]1)=[O:7])([CH3:4])([CH3:2])[CH3:3], predict the reactants needed to synthesize it. The reactants are: [C:1]([O:5][C:6]([N:8]1[CH2:13][CH:12]=[C:11]([C:14]2[CH:15]=[C:16]([C:20]3[CH:25]=[CH:24][CH:23]=[CH:22][CH:21]=3)[CH:17]=[CH:18][CH:19]=2)[CH2:10][CH2:9]1)=[O:7])([CH3:4])([CH3:3])[CH3:2].C1C[O:29]CC1. (3) The reactants are: Cl.F[C:3]1[C:8]([CH3:9])=[C:7]([I:10])[CH:6]=[CH:5][N:4]=1.[OH2:11]. Given the product [I:10][C:7]1[CH:6]=[CH:5][NH:4][C:3](=[O:11])[C:8]=1[CH3:9], predict the reactants needed to synthesize it. (4) Given the product [CH3:10][O:11][C:12]1[CH:20]=[CH:19][C:15]([CH2:16][NH:1][CH2:2][CH:3]([CH3:7])[CH2:4][OH:5])=[CH:14][CH:13]=1, predict the reactants needed to synthesize it. The reactants are: [NH2:1][CH2:2][CH:3]([CH3:7])[C:4](O)=[O:5].[OH-].[Na+].[CH3:10][O:11][C:12]1[CH:20]=[CH:19][C:15]([C:16](Cl)=O)=[CH:14][CH:13]=1.Cl. (5) Given the product [F:27][C:24]1[CH:25]=[C:26]([NH:1][C:2]2[CH:19]=[CH:18][C:5]([O:6][C:7]3[CH:8]=[CH:9][C:10]([N+:15]([O-:17])=[O:16])=[C:11]([CH:14]=3)[C:12]#[N:13])=[CH:4][CH:3]=2)[CH:21]=[CH:22][C:23]=1[F:28], predict the reactants needed to synthesize it. The reactants are: [NH2:1][C:2]1[CH:19]=[CH:18][C:5]([O:6][C:7]2[CH:8]=[CH:9][C:10]([N+:15]([O-:17])=[O:16])=[C:11]([CH:14]=2)[C:12]#[N:13])=[CH:4][CH:3]=1.Br[C:21]1[CH:26]=[CH:25][C:24]([F:27])=[C:23]([F:28])[CH:22]=1.